From a dataset of Full USPTO retrosynthesis dataset with 1.9M reactions from patents (1976-2016). Predict the reactants needed to synthesize the given product. Given the product [CH2:7]([O:6][C:4](=[O:5])[C@H:2]([CH:1]([C:19]([OH:21])=[O:20])[C:9]([OH:11])=[O:10])[CH3:3])[CH3:8], predict the reactants needed to synthesize it. The reactants are: [CH:1]([C:19]([O:21]CC1C=CC=CC=1)=[O:20])([C:9]([O:11]CC1C=CC=CC=1)=[O:10])[C@@H:2]([C:4]([O:6][CH2:7][CH3:8])=[O:5])[CH3:3].